From a dataset of Full USPTO retrosynthesis dataset with 1.9M reactions from patents (1976-2016). Predict the reactants needed to synthesize the given product. (1) Given the product [Cl:24][C:7]1[CH:8]=[C:9]2[C:14](=[C:5]([C:3]([OH:2])=[O:4])[CH:6]=1)[NH:13][CH:12]([C:15]1[CH:20]=[CH:19][CH:18]=[C:17]([N:25]3[CH2:29][CH2:28][CH2:27][CH2:26]3)[CH:16]=1)[CH2:11][C:10]2([CH3:22])[CH3:23], predict the reactants needed to synthesize it. The reactants are: C[O:2][C:3]([C:5]1[CH:6]=[C:7]([Cl:24])[CH:8]=[C:9]2[C:14]=1[NH:13][CH:12]([C:15]1[CH:20]=[CH:19][CH:18]=[C:17](Br)[CH:16]=1)[CH2:11][C:10]2([CH3:23])[CH3:22])=[O:4].[NH:25]1[CH2:29][CH2:28][CH2:27][CH2:26]1.Cl.CN(C)CC(O)=O.C(=O)([O-])[O-].[K+].[K+]. (2) Given the product [Cl:22][C:21]1[C:16]([C:7]2[CH:8]=[C:9]([C:12]([F:14])([F:15])[F:13])[CH:10]=[CH:11][C:6]=2[C:5]([OH:23])=[O:4])=[N:17][CH:18]=[CH:19][CH:20]=1, predict the reactants needed to synthesize it. The reactants are: C([O:4][C:5](=[O:23])[C:6]1[CH:11]=[CH:10][C:9]([C:12]([F:15])([F:14])[F:13])=[CH:8][C:7]=1[C:16]1[C:21]([Cl:22])=[CH:20][CH:19]=[CH:18][N:17]=1)(C)C.[Li+].[OH-]. (3) Given the product [Br:1][C:2]1[C:3]([O:9][CH2:10][CH:11]([CH3:13])[CH3:12])=[N:4][C:5]([C:15]#[N:14])=[N:6][CH:7]=1, predict the reactants needed to synthesize it. The reactants are: [Br:1][C:2]1[C:3]([O:9][CH2:10][CH:11]([CH3:13])[CH3:12])=[N:4][C:5](Cl)=[N:6][CH:7]=1.[N:14]12CCN(CC1)C[CH2:15]2.O.